This data is from Drug-target binding data from BindingDB using IC50 measurements. The task is: Regression. Given a target protein amino acid sequence and a drug SMILES string, predict the binding affinity score between them. We predict pIC50 (pIC50 = -log10(IC50 in M); higher means more potent). Dataset: bindingdb_ic50. (1) The target protein sequence is MVTRTRETWGKKIDFLLSVVGFAVDLANVWRFPYLCYKNGGGAFLIPYTLFLIIAGMPLFYMELALGQFNREGAATVWKICPFFKGVGYAVILIALYVGFYYNVIIAWSLYYLFASFTLNLPWTNCGHAWNSPNCTDPKLLNASVLGDHTKYSKYKFTPAAEFYERGVLHLHESSGIHDIGLPQWQLLLCLMVVIVVLYVSLWKGVKTSGKVVWITATLPYFVLFVLLVHGVTLPGASNGINAYLHIDFYRLKEATVWIDAATQIFFSLGAGFGVLIAFASYNKFDNNCYRDALLTSTINCVTSFISGFAIFSILGYMAHEHKVKIEDVATEGAGLVFVLYPEAISTLSGSTFWAVLFFLMLLALGLDSSMGGMEAVITGLADDFQVLKRHRKLFTCAVTLGTFLLAMFCITKGGIYVLTLLDTFAAGTSILFAVLMEAIGVSWFYGVDRFSNDIQQMMGFKPGLYWRLCWKFVSPAFLLFVVVVSIINFKPLTYDDYVY.... The pIC50 is 6.3. The compound is CC(C)N1CCC(C(CN2CCN(CCCc3ccccc3-c3cccc(F)c3)CC2)c2ccc(F)cc2)CC1. (2) The pIC50 is 5.7. The drug is Nc1nnc(N2CCN(CCOc3ccc(Br)cc3)CC2)[nH]1. The target protein (Q91XA9) has sequence MAKLLLVTGLALLLNAQLGSAYNLICYFTNWAQYRPGLGSFKPDDINPCLCTHLIYAFAGMQNNEITTIEWNDVTLYKAFNDLKNRNSKLKTLLAIGGWNFGTAPFTTMVSTSQNRQTFITSVIKFLRQYGFDGLDLDWEYPGSRGSPPQDKHLFTVLVKEMREAFEQEAIESNRPRLMVTAAVAGGISNIQAGYEIPELSKYLDFIHVMTYDLHGSWEGYTGENSPLYKYPTETGSNAYLNVDYVMNYWKNNGAPAEKLIVGFPEYGHTFILRNPSDNGIGAPTSGDGPAGPYTRQAGFWAYYEICTFLRSGATEVWDASQEVPYAYKANEWLGYDNIKSFSVKAQWLKQNNFGGAMIWAIDLDDFTGSFCDQGKFPLTSTLNKALGISTEGCTAPDVPSEPVTTPPGSGSGGGSSGGSSGGSGFCADKADGLYPVADDRNAFWQCINGITYQQHCQAGLVFDTSCNCCNWP. (3) The small molecule is N#CC(C(=O)Nc1ccc(/C=C\c2ccc(Cl)cc2)cc1)C(=O)C1CC1. The target protein (O35435) has sequence MAWRQLRKRALDAAIILGGGGLLFTSYLTATGDDHFYAEYLMPALQRLLDPESAHRLAVRVISLGLLPRATFQDSNMLEVRVLGHKFRNPVGIAAGFDKHGEAVDGLYKLGFGFVEVGSVTPQPQEGNPRPRVFRLPEDQAVINRYGFNSHGLSAVEHRLRARQQKQTQLTTDGLPLGINLGKNKTSVDAAADYVEGVRILGPLADYLVVNVSSPNTAGLRSLQGKTELRRLLSKVLQERDALKGPQKPAVLVKIAPDLTAQDKEDIASVARELGIDGLIITNTTVSRPVGLQGALRSETGGLSGKPLRDLSTQTIREMYALTQGTIPIIGVGGVSSGQDALEKIQAGASLVQLYTALTFLGPPVVARVKRELEALLKERGFNTVTDAIGVDHRR. The pIC50 is 7.7. (4) The compound is O=C(O)c1ccc[n+]2c([O-])c(-c3ccccc3)sc12. The target protein (Q12974) has sequence MNRPAPVEISYENMRFLITHNPTNATLNKFTEELKKYGVTTLVRVCDATYDKAPVEKEGIHVLDWPFDDGAPPPNQIVDDWLNLLKTKFREEPGCCVAVHCVAGLGRAPVLVALALIECGMKYEDAVQFIRQKRRGAFNSKQLLYLEKYRPKMRLRFRDTNGHCCVQ. The pIC50 is 3.7. (5) The small molecule is C[C@@H](O)[C@H]1C(=O)N2C(C(=O)O)=C(SCCN=CN)C[C@H]12. The target protein sequence is MRFIHALLLAGIAHSAYASEKLTFKTDLEKLEREKAAQIGVAIVDPQGEIVAGHRMAQRFAMCSTFKFPLAALVFERIDSGTERGDRKLSYGPDMIVKWSPATERFLASGHMTVLEAAQAAVQLSDNGATNLLLREIGGPAAMTQYFRKIGDSVSRLDRKEPEMNDNTPGDLRDTTTPIAMARTVAKVLYGGALTSTSTHTIERWLIGNQTGDATLRAGFPKDWVVGEKTGTCANGGRNDIGFFKAQERDYAVAVYTTAPKLSAVERDELVASVGQVITQLILSTDK. The pIC50 is 6.8. (6) The compound is Nc1c(C(=O)Nc2ccc3c(c2)OCCO3)nnn1Cc1cccc(F)c1. The target protein (P03206) has sequence MMDPNSTSEDVKFTPDPYQVPFVQAFDQATRVYQDLGGPSQAPLPCVLWPVLPEPLPQGQLTAYHVSTAPTGSWFSAPQPAPENAYQAYAAPQLFPVSDITQNQQTNQAGGEAPQPGDNSTVQTAAAVVFACPGANQGQQLADIGVPQPAPVAAPARRTRKPQQPESLEECDSELEIKRYKNRVASRKCRAKFKQLLQHYREVAAAKSSENDRLRLLLKQMCPSLDVDSIIPRTPDVLHEDLLNF. The pIC50 is 4.0. (7) The small molecule is CCN(c1cc(C#CCN2CCOCC2)cc(C(=O)NCc2c(C)cc(C)[nH]c2=O)c1C)[C@H]1CC[C@H](N(C)CCOC)CC1. The target protein sequence is ATKAARKSAPATGGVKKPHRYRPGGK. The pIC50 is 7.8.